This data is from Peptide-MHC class II binding affinity with 134,281 pairs from IEDB. The task is: Regression. Given a peptide amino acid sequence and an MHC pseudo amino acid sequence, predict their binding affinity value. This is MHC class II binding data. (1) The peptide sequence is DQEYHRLIHSLSKTS. The MHC is DRB3_0101 with pseudo-sequence DRB3_0101. The binding affinity (normalized) is 0.0768. (2) The peptide sequence is ARTDLLAFTAFPKQI. The MHC is DRB1_1602 with pseudo-sequence DRB1_1602. The binding affinity (normalized) is 0.398.